Binary Classification. Given a drug SMILES string, predict its activity (active/inactive) in a high-throughput screening assay against a specified biological target. From a dataset of HIV replication inhibition screening data with 41,000+ compounds from the AIDS Antiviral Screen. (1) The drug is COc1ccc2c(c1)CCC1C2CCC2(C)C(=C=CP(=O)(O)O)CCC12. The result is 0 (inactive). (2) The compound is CCOC(=O)C(C(=O)OCC)C(=S)NC1OC(COC(C)=O)C(OC(C)=O)C(OC(C)=O)C1OC(C)=O. The result is 0 (inactive). (3) The compound is CC(=O)Nc1ccc(SC#N)c2c(NC(C)=O)cccc12. The result is 0 (inactive). (4) The drug is N#CC(C#N)=c1[nH]c2cccc3c2-c2c(cccc2c3=C(C#N)C#N)[nH]1. The result is 0 (inactive).